From a dataset of Forward reaction prediction with 1.9M reactions from USPTO patents (1976-2016). Predict the product of the given reaction. (1) Given the reactants Br[C:2]1[CH:7]=[CH:6][C:5]([N:8]2[C:20]3[CH:19]=[CH:18][C:17]4[CH:21]=[CH:22][CH:23]=[CH:24][C:16]=4[C:15]=3[C:14]3[C:13]4[CH:25]=[CH:26][CH:27]=[CH:28][C:12]=4[CH:11]=[CH:10][C:9]2=3)=[CH:4][CH:3]=1.[C:29]1([C:35]2[C:48]3[C:43](=[CH:44][CH:45]=[CH:46][CH:47]=3)[C:42](B(O)O)=[C:41]3[C:36]=2[CH:37]=[CH:38][CH:39]=[CH:40]3)[CH:34]=[CH:33][CH:32]=[CH:31][CH:30]=1.C1(C)C=CC=CC=1.C(=O)([O-])[O-].[Na+].[Na+], predict the reaction product. The product is: [C:29]1([C:35]2[C:48]3[C:43](=[CH:44][CH:45]=[CH:46][CH:47]=3)[C:42]([C:2]3[CH:7]=[CH:6][C:5]([N:8]4[C:9]5[CH:10]=[CH:11][C:12]6[CH:28]=[CH:27][CH:26]=[CH:25][C:13]=6[C:14]=5[C:15]5[C:16]6[CH:24]=[CH:23][CH:22]=[CH:21][C:17]=6[CH:18]=[CH:19][C:20]4=5)=[CH:4][CH:3]=3)=[C:41]3[C:36]=2[CH:37]=[CH:38][CH:39]=[CH:40]3)[CH:34]=[CH:33][CH:32]=[CH:31][CH:30]=1. (2) Given the reactants [Cl:1][CH2:2][CH2:3][CH2:4]Br.[NH:6]1[CH2:11][CH2:10][O:9][CH2:8][CH2:7]1.C(=O)([O-])[O-].[Na+].[Na+], predict the reaction product. The product is: [Cl:1][CH2:2][CH2:3][CH2:4][N:6]1[CH2:11][CH2:10][O:9][CH2:8][CH2:7]1. (3) Given the reactants [F-].C([N+](CCCC)(CCCC)CCCC)CCC.[Si]([O:26][C@H:27]([C@H:29]([N:35]1[CH:43]=[N:42][C:41]2[C:36]1=[N:37][CH:38]=[N:39][C:40]=2[NH2:44])[CH2:30][CH2:31][CH2:32][CH2:33][CH3:34])[CH3:28])(C(C)(C)C)(C)C.ClCCl.CO, predict the reaction product. The product is: [NH2:44][C:40]1[N:39]=[CH:38][N:37]=[C:36]2[C:41]=1[N:42]=[CH:43][N:35]2[C@H:29]([CH2:30][CH2:31][CH2:32][CH2:33][CH3:34])[C@@H:27]([OH:26])[CH3:28]. (4) Given the reactants [CH2:1]([O:3][C:4]([N:6]=[C:7]=[S:8])=[O:5])[CH3:2].[NH2:9][C:10]1[CH:15]=[CH:14][C:13]([Br:16])=[CH:12][N:11]=1, predict the reaction product. The product is: [Br:16][C:13]1[CH:14]=[CH:15][C:10]([NH:9][C:7]([NH:6][C:4](=[O:5])[O:3][CH2:1][CH3:2])=[S:8])=[N:11][CH:12]=1. (5) Given the reactants [F:1][C:2]1[CH:7]=[C:6]([F:8])[CH:5]=[CH:4][C:3]=1[C:9]1[CH:14]=[C:13]([N+:15]([O-])=O)[CH:12]=[C:11]([N:18]2[CH2:23][CH2:22][CH2:21][CH2:20][CH2:19]2)[CH:10]=1.[NH4+].[Cl-], predict the reaction product. The product is: [F:1][C:2]1[CH:7]=[C:6]([F:8])[CH:5]=[CH:4][C:3]=1[C:9]1[CH:10]=[C:11]([N:18]2[CH2:19][CH2:20][CH2:21][CH2:22][CH2:23]2)[CH:12]=[C:13]([NH2:15])[CH:14]=1. (6) Given the reactants [OH:1][CH2:2][C:3]1[C:12]2[O:11][CH:10]([CH:13]([CH3:15])[CH3:14])[C:9](=[O:16])[NH:8][C:7]=2[CH:6]=[C:5]([O:17][CH3:18])[CH:4]=1.N1C=CC=CC=1.[C:25](OC(=O)C)(=[O:27])[CH3:26].O, predict the reaction product. The product is: [C:25]([O:1][CH2:2][C:3]1[C:12]2[O:11][CH:10]([CH:13]([CH3:15])[CH3:14])[C:9](=[O:16])[NH:8][C:7]=2[CH:6]=[C:5]([O:17][CH3:18])[CH:4]=1)(=[O:27])[CH3:26]. (7) Given the reactants CN(C(ON1N=NC2C=CC=NC1=2)=[N+](C)C)C.F[P-](F)(F)(F)(F)F.[OH:25][C:26]1[CH:27]=[C:28]([N:32]2[CH2:37][CH2:36][NH:35][CH2:34][CH2:33]2)[CH:29]=[CH:30][CH:31]=1.[Cl:38][C:39]1[C:40]([C:49]([F:52])([F:51])[F:50])=[N:41][N:42]([CH2:45][C:46](O)=[O:47])[C:43]=1[CH3:44], predict the reaction product. The product is: [Cl:38][C:39]1[C:40]([C:49]([F:51])([F:50])[F:52])=[N:41][N:42]([CH2:45][C:46]([N:35]2[CH2:36][CH2:37][N:32]([C:28]3[CH:29]=[CH:30][CH:31]=[C:26]([OH:25])[CH:27]=3)[CH2:33][CH2:34]2)=[O:47])[C:43]=1[CH3:44]. (8) Given the reactants C([N:4](CC)C(C)C)(C)C.Cl[CH2:11][CH2:12][OH:13].[Cl:14][C:15]1[CH:40]=[CH:39][C:18]2[N:19]3[C:23]([CH2:24][NH:25][CH2:26][C:17]=2[CH:16]=1)=[N:22][N:21]=[C:20]3[CH:27]1[CH2:32][CH2:31][N:30]([C:33]2[N:38]=[CH:37][CH:36]=[CH:35][N:34]=2)[CH2:29][CH2:28]1, predict the reaction product. The product is: [NH3:4].[Cl:14][C:15]1[CH:40]=[CH:39][C:18]2[N:19]3[C:23]([CH2:24][N:25]([CH2:11][CH2:12][OH:13])[CH2:26][C:17]=2[CH:16]=1)=[N:22][N:21]=[C:20]3[CH:27]1[CH2:32][CH2:31][N:30]([C:33]2[N:34]=[CH:35][CH:36]=[CH:37][N:38]=2)[CH2:29][CH2:28]1.